From a dataset of Full USPTO retrosynthesis dataset with 1.9M reactions from patents (1976-2016). Predict the reactants needed to synthesize the given product. Given the product [CH3:1][S:2][C:3]1[O:4][C:5]2[CH:11]=[C:10]([O:12][C:14]3[CH:19]=[CH:18][N:17]=[C:16]([C:20]([NH:22][CH3:23])=[O:21])[CH:15]=3)[CH:9]=[CH:8][C:6]=2[N:7]=1, predict the reactants needed to synthesize it. The reactants are: [CH3:1][S:2][C:3]1[O:4][C:5]2[CH:11]=[C:10]([OH:12])[CH:9]=[CH:8][C:6]=2[N:7]=1.Cl[C:14]1[CH:19]=[CH:18][N:17]=[C:16]([C:20]([NH:22][CH3:23])=[O:21])[CH:15]=1.C(=O)([O-])[O-].[Cs+].[Cs+].O.